Dataset: NCI-60 drug combinations with 297,098 pairs across 59 cell lines. Task: Regression. Given two drug SMILES strings and cell line genomic features, predict the synergy score measuring deviation from expected non-interaction effect. (1) Drug 1: C1CCC(CC1)NC(=O)N(CCCl)N=O. Drug 2: CCCCCOC(=O)NC1=NC(=O)N(C=C1F)C2C(C(C(O2)C)O)O. Cell line: SF-295. Synergy scores: CSS=32.9, Synergy_ZIP=-4.00, Synergy_Bliss=-3.13, Synergy_Loewe=-18.6, Synergy_HSA=-2.31. (2) Drug 1: C1=NC2=C(N1)C(=S)N=C(N2)N. Drug 2: C1C(C(OC1N2C=NC3=C2NC=NCC3O)CO)O. Cell line: HT29. Synergy scores: CSS=32.9, Synergy_ZIP=0.742, Synergy_Bliss=4.64, Synergy_Loewe=-31.5, Synergy_HSA=2.33. (3) Drug 1: C1=CC(=CC=C1CCC2=CNC3=C2C(=O)NC(=N3)N)C(=O)NC(CCC(=O)O)C(=O)O. Drug 2: CC=C1C(=O)NC(C(=O)OC2CC(=O)NC(C(=O)NC(CSSCCC=C2)C(=O)N1)C(C)C)C(C)C. Cell line: HCT-15. Synergy scores: CSS=32.6, Synergy_ZIP=-2.22, Synergy_Bliss=-4.48, Synergy_Loewe=-5.11, Synergy_HSA=-4.28. (4) Drug 1: C1=C(C(=O)NC(=O)N1)N(CCCl)CCCl. Drug 2: C1C(C(OC1N2C=NC(=NC2=O)N)CO)O. Cell line: UACC-257. Synergy scores: CSS=8.57, Synergy_ZIP=-0.944, Synergy_Bliss=5.20, Synergy_Loewe=1.15, Synergy_HSA=1.62. (5) Drug 1: CNC(=O)C1=CC=CC=C1SC2=CC3=C(C=C2)C(=NN3)C=CC4=CC=CC=N4. Drug 2: CCC(=C(C1=CC=CC=C1)C2=CC=C(C=C2)OCCN(C)C)C3=CC=CC=C3.C(C(=O)O)C(CC(=O)O)(C(=O)O)O. Cell line: NCI-H522. Synergy scores: CSS=10.7, Synergy_ZIP=-2.58, Synergy_Bliss=4.60, Synergy_Loewe=3.07, Synergy_HSA=4.39. (6) Drug 1: CC1=C(C=C(C=C1)NC2=NC=CC(=N2)N(C)C3=CC4=NN(C(=C4C=C3)C)C)S(=O)(=O)N.Cl. Drug 2: C1CC(=O)NC(=O)C1N2CC3=C(C2=O)C=CC=C3N. Cell line: HOP-62. Synergy scores: CSS=13.6, Synergy_ZIP=0.527, Synergy_Bliss=2.83, Synergy_Loewe=5.82, Synergy_HSA=4.76. (7) Drug 1: C1C(C(OC1N2C=NC3=C(N=C(N=C32)Cl)N)CO)O. Cell line: U251. Synergy scores: CSS=18.0, Synergy_ZIP=-7.98, Synergy_Bliss=-6.87, Synergy_Loewe=-5.56, Synergy_HSA=-5.79. Drug 2: CN(C(=O)NC(C=O)C(C(C(CO)O)O)O)N=O. (8) Drug 1: C1CN(P(=O)(OC1)NCCCl)CCCl. Drug 2: CC1CCCC2(C(O2)CC(NC(=O)CC(C(C(=O)C(C1O)C)(C)C)O)C(=CC3=CSC(=N3)C)C)C. Cell line: UO-31. Synergy scores: CSS=37.4, Synergy_ZIP=-0.641, Synergy_Bliss=4.26, Synergy_Loewe=-41.8, Synergy_HSA=3.63. (9) Drug 1: C1=NC2=C(N=C(N=C2N1C3C(C(C(O3)CO)O)O)F)N. Drug 2: C1=CN(C=N1)CC(O)(P(=O)(O)O)P(=O)(O)O. Cell line: UACC-257. Synergy scores: CSS=0.185, Synergy_ZIP=-0.686, Synergy_Bliss=-1.80, Synergy_Loewe=-3.11, Synergy_HSA=-1.87.